From a dataset of Reaction yield outcomes from USPTO patents with 853,638 reactions. Predict the reaction yield, written as a fraction of the theoretical maximum amount of product (1.0 means a 100% yield; for example, 0.34 means a 34% yield). (1) The reactants are [F:1][C:2]1[CH:10]=[C:9]([C:11]2[N:16]=[C:15]3[N:17]([CH2:20][C:21]4[CH:22]=[C:23]5[C:28](=[CH:29][CH:30]=4)[N:27]=[CH:26][CH:25]=[CH:24]5)[N:18]=[N:19][C:14]3=[CH:13][CH:12]=2)[CH:8]=[CH:7][C:3]=1[C:4](O)=[O:5].[CH2:31]([N:33](C(C)C)C(C)C)[CH3:32].CN(C(ON1N=NC2C=CC=NC1=2)=[N+](C)C)C.F[P-](F)(F)(F)(F)F.Cl.C(N)C. The catalyst is CN(C=O)C.O. The product is [CH2:31]([NH:33][C:4](=[O:5])[C:3]1[CH:7]=[CH:8][C:9]([C:11]2[N:16]=[C:15]3[N:17]([CH2:20][C:21]4[CH:22]=[C:23]5[C:28](=[CH:29][CH:30]=4)[N:27]=[CH:26][CH:25]=[CH:24]5)[N:18]=[N:19][C:14]3=[CH:13][CH:12]=2)=[CH:10][C:2]=1[F:1])[CH3:32]. The yield is 0.660. (2) The reactants are F[P-](F)(F)(F)(F)F.[N:8]1(O[P+](N(C)C)(N(C)C)N(C)C)[C:12]2[CH:13]=CC=C[C:11]=2N=N1.[OH:28][CH:29]1[CH2:32][N:31]([C:33]2[CH:41]=[CH:40][C:36]([C:37]([OH:39])=O)=[CH:35][CH:34]=2)[CH2:30]1.CC(N)C.C(N(CC)C(C)C)(C)C. The catalyst is C(Cl)Cl. The product is [OH:28][CH:29]1[CH2:30][N:31]([C:33]2[CH:34]=[CH:35][C:36]([C:37]([NH:8][CH:12]([CH3:13])[CH3:11])=[O:39])=[CH:40][CH:41]=2)[CH2:32]1. The yield is 0.943. (3) The reactants are [Br:1][CH2:2][CH2:3][CH2:4][CH2:5][C:6](Cl)=[O:7].C=[CH:10][CH2:11][CH:12]([OH:16])[CH2:13][CH:14]=[CH2:15].[CH2:17](N(CC)CC)C. The catalyst is C(Cl)Cl. The product is [Br:1][CH2:2][CH2:3][CH2:4][CH2:5][C:6]([O:16][CH:12]([CH:11]=[CH2:10])[CH2:13][CH2:14][CH:15]=[CH2:17])=[O:7]. The yield is 0.480. (4) The reactants are [CH2:1]([O:8][C:9]([NH:11][C@@H:12]([CH2:26][C:27]1[CH:32]=[CH:31][C:30]([C:33]2[N:38]=[CH:37][C:36](Br)=[CH:35][N:34]=2)=[CH:29][CH:28]=1)[C:13]([N:15]1[CH2:18][CH:17]([C:19]([O:21][C:22]([CH3:25])([CH3:24])[CH3:23])=[O:20])[CH2:16]1)=[O:14])=[O:10])[C:2]1[CH:7]=[CH:6][CH:5]=[CH:4][CH:3]=1.[F:40][C:41]1[CH:42]=[C:43]([C:56]2[CH:61]=[CH:60][C:59]([CH2:62][CH2:63][CH3:64])=[CH:58][CH:57]=2)[CH:44]=[CH:45][C:46]=1B1OC(C)(C)C(C)(C)O1.O.O.O.O.O.O.O.O.O.O.O.C(=O)([O-])[O-].[Na+].[Na+]. The catalyst is C(Cl)Cl.C1C=CC(P(C2C=CC=CC=2)[C-]2C=CC=C2)=CC=1.C1C=CC(P(C2C=CC=CC=2)[C-]2C=CC=C2)=CC=1.Cl[Pd]Cl.[Fe+2]. The product is [CH2:1]([O:8][C:9]([NH:11][C@@H:12]([CH2:26][C:27]1[CH:32]=[CH:31][C:30]([C:33]2[N:38]=[CH:37][C:36]([C:46]3[CH:45]=[CH:44][C:43]([C:56]4[CH:61]=[CH:60][C:59]([CH2:62][CH2:63][CH3:64])=[CH:58][CH:57]=4)=[CH:42][C:41]=3[F:40])=[CH:35][N:34]=2)=[CH:29][CH:28]=1)[C:13]([N:15]1[CH2:18][CH:17]([C:19]([O:21][C:22]([CH3:25])([CH3:24])[CH3:23])=[O:20])[CH2:16]1)=[O:14])=[O:10])[C:2]1[CH:7]=[CH:6][CH:5]=[CH:4][CH:3]=1. The yield is 0.740. (5) The reactants are [Br:1][C:2]1[CH:3]=[C:4]([OH:8])[CH:5]=[N:6][CH:7]=1.[Br:9][CH2:10][CH2:11]Br.C([O-])([O-])=O.[K+].[K+].CN(C=O)C. The catalyst is O. The product is [Br:1][C:2]1[CH:7]=[N:6][CH:5]=[C:4]([O:8][CH2:11][CH2:10][Br:9])[CH:3]=1. The yield is 0.200. (6) The reactants are [CH3:13][C:12]([O:11][C:9](O[C:9]([O:11][C:12]([CH3:15])([CH3:14])[CH3:13])=[O:10])=[O:10])([CH3:15])[CH3:14].[NH2:16][CH2:17][C:18]1[CH:23]=[CH:22][C:21]([C:24]2[CH:29]=[CH:28][CH:27]=[CH:26][C:25]=2[O:30][CH2:31][CH3:32])=[C:20]([NH2:33])[CH:19]=1. The catalyst is O1CCOCC1. The product is [C:12]([O:11][C:9](=[O:10])[NH:16][CH2:17][C:18]1[CH:23]=[CH:22][C:21]([C:24]2[CH:29]=[CH:28][CH:27]=[CH:26][C:25]=2[O:30][CH2:31][CH3:32])=[C:20]([NH2:33])[CH:19]=1)([CH3:13])([CH3:14])[CH3:15]. The yield is 0.310. (7) The reactants are [CH2:1]([N:5]1[C:10]([NH:11][CH2:12][CH2:13][C:14]2[CH:19]=[CH:18][C:17]([N+:20]([O-])=O)=[CH:16][CH:15]=2)=[CH:9][C:8](=[O:23])[N:7]([CH2:24][C:25]2[CH:30]=[CH:29][CH:28]=[CH:27][C:26]=2[F:31])[C:6]1=[O:32])[CH2:2][CH2:3][CH3:4].[Cl-].[NH4+:34]. The catalyst is CO.O.[Zn]. The product is [NH2:20][C:17]1[CH:18]=[CH:19][C:14]([CH2:13][C:12]2[NH:34][C:9]3[C:8](=[O:23])[N:7]([CH2:24][C:25]4[CH:30]=[CH:29][CH:28]=[CH:27][C:26]=4[F:31])[C:6](=[O:32])[N:5]([CH2:1][CH2:2][CH2:3][CH3:4])[C:10]=3[N:11]=2)=[CH:15][CH:16]=1. The yield is 0.870. (8) The reactants are [OH-].[Na+].[Br:3][C:4]1[CH:5]=[C:6]2[CH:12]=[CH:11][NH:10][C:7]2=[N:8][CH:9]=1.[C:13]1([S:19](Cl)(=[O:21])=[O:20])[CH:18]=[CH:17][CH:16]=[CH:15][CH:14]=1. The catalyst is [Br-].C([N+](CCCC)(CCCC)CCCC)CCC.ClCCl. The product is [C:13]1([S:19]([N:10]2[C:7]3=[N:8][CH:9]=[C:4]([Br:3])[CH:5]=[C:6]3[CH:12]=[CH:11]2)(=[O:21])=[O:20])[CH:18]=[CH:17][CH:16]=[CH:15][CH:14]=1. The yield is 1.00.